This data is from Catalyst prediction with 721,799 reactions and 888 catalyst types from USPTO. The task is: Predict which catalyst facilitates the given reaction. Reactant: [CH3:1][O:2][C:3]1[CH:4]=[C:5]([CH:8]=[CH:9][C:10]=1[N:11]1[CH:15]=[C:14]([CH3:16])[N:13]=[CH:12]1)[CH:6]=O.[C:17](=O)([O-])[O-].[K+].[K+].P(=O)([O-])OC(=[N+]=[N-])C(=O)C(C)C. Product: [C:6]([C:5]1[CH:8]=[CH:9][C:10]([N:11]2[CH:15]=[C:14]([CH3:16])[N:13]=[CH:12]2)=[C:3]([O:2][CH3:1])[CH:4]=1)#[CH:17]. The catalyst class is: 5.